The task is: Predict which catalyst facilitates the given reaction.. This data is from Catalyst prediction with 721,799 reactions and 888 catalyst types from USPTO. (1) Reactant: [CH3:1][C:2]1[CH:3]=[CH:4][C:5]([S:8]([OH:11])(=[O:10])=[O:9])=[CH:6][CH:7]=1.[CH3:12][C:13]1[CH:14]=[CH:15][C:16]([S:19]([OH:22])(=[O:21])=[O:20])=[CH:17][CH:18]=1.[CH3:23][S:24]([CH2:27][CH2:28][NH:29][CH2:30][C:31]1[O:35][C:34]([C:36]2[CH:37]=[CH:38][C:39]3[N:45]=[CH:44][N:43]=[C:42]([NH:46][C:47]4[CH:48]=[CH:49][C:50]([O:54][CH2:55][C:56]5[CH:57]=[CH:58][CH:59]=[C:60]([F:62])[CH:61]=5)=[C:51]([Cl:53])[CH:52]=4)[C:40]=3[CH:41]=2)=[CH:33][CH:32]=1)(=[O:26])=[O:25].O. Product: [S:8]([C:5]1[CH:6]=[CH:7][C:2]([CH3:1])=[CH:3][CH:4]=1)([OH:11])(=[O:10])=[O:9].[S:19]([C:16]1[CH:17]=[CH:18][C:13]([CH3:12])=[CH:14][CH:15]=1)([OH:22])(=[O:21])=[O:20].[Cl:53][C:51]1[CH:52]=[C:47]([NH:46][C:42]2[C:40]3[C:39](=[CH:38][CH:37]=[C:36]([C:34]4[O:35][C:31]([CH2:30][NH:29][CH2:28][CH2:27][S:24]([CH3:23])(=[O:25])=[O:26])=[CH:32][CH:33]=4)[CH:41]=3)[N:45]=[CH:44][N:43]=2)[CH:48]=[CH:49][C:50]=1[O:54][CH2:55][C:56]1[CH:57]=[CH:58][CH:59]=[C:60]([F:62])[CH:61]=1. The catalyst class is: 3. (2) Reactant: C([O:4][CH2:5][C@@H:6]1[C@H:11]([O:12]C(=O)C)[C@H:10]([O:16]C(=O)C)[C@@H:9]([O:20]C(=O)C)[C@@H:8]([O:24][C:25]2[CH:30]=[CH:29][C:28]([C:31]3[CH:36]=[CH:35][CH:34]=[C:33]([C:37]#[N:38])[CH:32]=3)=[CH:27][CH:26]=2)[O:7]1)(=O)C.C[O-].[Na+]. The catalyst class is: 5. Product: [OH:20][C@H:9]1[C@@H:10]([OH:16])[C@H:11]([OH:12])[C@@H:6]([CH2:5][OH:4])[O:7][C@@H:8]1[O:24][C:25]1[CH:26]=[CH:27][C:28]([C:31]2[CH:32]=[C:33]([CH:34]=[CH:35][CH:36]=2)[C:37]#[N:38])=[CH:29][CH:30]=1.